Dataset: Reaction yield outcomes from USPTO patents with 853,638 reactions. Task: Predict the reaction yield, written as a fraction of the theoretical maximum amount of product (1.0 means a 100% yield; for example, 0.34 means a 34% yield). (1) The reactants are O[CH2:2][C@@H:3]([NH:7][C:8]([C:10]1[N:15]=[N:14][C:13]([C:16]([N:18]2[CH2:23][CH2:22][N:21]([C:24]([O:26][C:27]([CH3:30])([CH3:29])[CH3:28])=[O:25])[C@@H:20]([CH:31]([CH3:33])[CH3:32])[CH2:19]2)=[O:17])=[CH:12][C:11]=1[CH:34]([CH3:36])[CH3:35])=[O:9])[CH:4]([CH3:6])[CH3:5].CC(OI1(OC(C)=O)(OC(C)=O)OC(=O)C2C=CC=CC1=2)=O.C1C=CC(P(C2C=CC=CC=2)C2C=CC=CC=2)=CC=1.C(C1C=CC=C(C(C)(C)C)N=1)(C)(C)C.BrC(C(Br)(Cl)Cl)(Cl)Cl.C1CCN2C(=NCCC2)CC1. The catalyst is C(Cl)Cl.CC#N. The product is [CH:31]([C@H:20]1[CH2:19][N:18]([C:16]([C:13]2[N:14]=[N:15][C:10]([C:8]3[O:9][CH:2]=[C:3]([CH:4]([CH3:6])[CH3:5])[N:7]=3)=[C:11]([CH:34]([CH3:35])[CH3:36])[CH:12]=2)=[O:17])[CH2:23][CH2:22][N:21]1[C:24]([O:26][C:27]([CH3:30])([CH3:28])[CH3:29])=[O:25])([CH3:33])[CH3:32]. The yield is 0.800. (2) The reactants are [OH:1][C:2]1[CH:10]=[CH:9][CH:8]=[CH:7][C:3]=1[CH2:4][CH2:5][OH:6].[CH3:11][S:12](Cl)(=[O:14])=[O:13].C(N(CC)CC)C. The catalyst is C(Cl)Cl. The product is [CH3:11][S:12]([O:1][C:2]1[CH:10]=[CH:9][CH:8]=[CH:7][C:3]=1[CH2:4][CH2:5][O:6][S:12]([CH3:11])(=[O:14])=[O:13])(=[O:14])=[O:13]. The yield is 0.400.